Predict the reaction yield, written as a fraction of the theoretical maximum amount of product (1.0 means a 100% yield; for example, 0.34 means a 34% yield). From a dataset of Reaction yield outcomes from USPTO patents with 853,638 reactions. (1) The reactants are C(N(CC)CC)C.[CH2:8]([O:10][C:11]([C:13]1[CH:18]=[N:17][C:16]([C:19]#[N:20])=[CH:15][N:14]=1)=[O:12])[CH3:9].Cl.[NH2:22][OH:23]. The catalyst is CCO. The product is [NH2:20][C:19](=[N:22][OH:23])[C:16]1[N:17]=[CH:18][C:13]([C:11]([O:10][CH2:8][CH3:9])=[O:12])=[N:14][CH:15]=1. The yield is 0.620. (2) The reactants are [F:1][C:2]1[CH:3]=[C:4]([S:11]([N:14]=[CH:15][N:16]([CH3:18])[CH3:17])(=[O:13])=[O:12])[CH:5]=[C:6]([F:10])[C:7]=1[CH2:8][OH:9].CCN(CC)CC.[CH3:26][S:27](Cl)(=[O:29])=[O:28]. The catalyst is C(Cl)Cl. The product is [CH3:26][S:27]([O:9][CH2:8][C:7]1[C:2]([F:1])=[CH:3][C:4]([S:11](=[O:12])(=[O:13])[N:14]=[CH:15][N:16]([CH3:18])[CH3:17])=[CH:5][C:6]=1[F:10])(=[O:29])=[O:28]. The yield is 0.280. (3) The reactants are [CH:14]1(P([CH:14]2[CH2:19][CH2:18][CH2:17][CH2:16][CH2:15]2)[CH:14]2[CH2:19][CH2:18][CH2:17][CH2:16][CH2:15]2)[CH2:19][CH2:18][CH2:17][CH2:16][CH2:15]1.CC1(C)OB(B2OC(C)(C)C(C)(C)O2)[O:23][C:22]1(C)C.[C:38]([O-:41])(=O)[CH3:39].[K+].[CH3:43][S:44]([O:47][C:48]1[CH:53]=[CH:52][C:51]([C:54]2([C:62]3[CH:67]=[CH:66][C:65]([F:68])=[C:64](Br)[CH:63]=3)[C:58](=[O:59])[N:57]([CH3:60])[C:56]([NH2:61])=[N:55]2)=[CH:50][CH:49]=1)(=[O:46])=[O:45].C(=O)([O-])[O-].[K+].[K+]. The catalyst is O1CCOCC1.O1CCCC1.C1C=CC(/C=C/C(/C=C/C2C=CC=CC=2)=O)=CC=1.C1C=CC(/C=C/C(/C=C/C2C=CC=CC=2)=O)=CC=1.C1C=CC(/C=C/C(/C=C/C2C=CC=CC=2)=O)=CC=1.[Pd].[Pd]. The product is [CH3:43][S:44]([O:47][C:48]1[CH:53]=[CH:52][C:51]([C:54]2([C:62]3[CH:67]=[C:66]([C:14]4[CH:15]=[C:16]([O:23][CH3:22])[CH:17]=[CH:18][C:19]=4[C:38](=[O:41])[CH3:39])[C:65]([F:68])=[CH:64][CH:63]=3)[C:58](=[O:59])[N:57]([CH3:60])[C:56]([NH2:61])=[N:55]2)=[CH:50][CH:49]=1)(=[O:46])=[O:45]. The yield is 0.170. (4) The yield is 0.800. The catalyst is CO. The reactants are C(=O)([O-])[O-].[K+].[K+].[Cl:7][C:8]1[N:9]=[C:10]([C:15]([NH:17][C@@H:18]2[CH2:23][CH2:22][N:21](C(=O)C(F)(F)F)[CH2:20][C@@H:19]2[NH:30][C:31](=[O:37])[O:32][C:33]([CH3:36])([CH3:35])[CH3:34])=[O:16])[NH:11][C:12]=1[CH2:13][CH3:14].C(N(CC)CC)C.Br[C:46]1[S:47][C:48]2[C:54]([C:55]([O:57][CH2:58][CH3:59])=[O:56])=[CH:53][CH:52]=[CH:51][C:49]=2[N:50]=1. The product is [C:33]([O:32][C:31]([NH:30][C@@H:19]1[C@H:18]([NH:17][C:15]([C:10]2[NH:11][C:12]([CH2:13][CH3:14])=[C:8]([Cl:7])[N:9]=2)=[O:16])[CH2:23][CH2:22][N:21]([C:46]2[S:47][C:48]3[C:54]([C:55]([O:57][CH2:58][CH3:59])=[O:56])=[CH:53][CH:52]=[CH:51][C:49]=3[N:50]=2)[CH2:20]1)=[O:37])([CH3:36])([CH3:34])[CH3:35]. (5) The reactants are Cl.C(OC([N:9]1[C@H:13]([CH2:14][N:15]2[CH:19]=[CH:18][C:17]([NH:20][C:21](=[O:41])[C@@H:22]([N:27]3[CH2:31][C:30]([O:32][C:33]4[CH:38]=[CH:37][CH:36]=[CH:35][C:34]=4[Cl:39])=[CH:29][C:28]3=[O:40])[CH2:23][CH:24]([CH3:26])[CH3:25])=[N:16]2)[CH2:12][O:11]C1(C)C)=O)(C)(C)C. The catalyst is C(OCC)C. The product is [NH2:9][C@@H:13]([CH2:12][OH:11])[CH2:14][N:15]1[CH:19]=[CH:18][C:17]([NH:20][C:21](=[O:41])[C@@H:22]([N:27]2[CH2:31][C:30]([O:32][C:33]3[CH:38]=[CH:37][CH:36]=[CH:35][C:34]=3[Cl:39])=[CH:29][C:28]2=[O:40])[CH2:23][CH:24]([CH3:26])[CH3:25])=[N:16]1. The yield is 0.470. (6) The product is [F:20][CH:18]([F:19])[C:15]1[N:14]([C:21]2[N:26]=[C:25]([N:27]3[CH2:28][CH2:29][O:30][CH2:31][CH2:32]3)[N:24]=[C:23]([N:33]3[CH2:38][CH2:37][N:36]([C:39]([O:41][C:42]([CH3:45])([CH3:43])[CH3:44])=[O:40])[CH2:35][CH2:34]3)[N:22]=2)[C:13]2[CH:12]=[CH:11][CH:10]=[C:9]([OH:8])[C:17]=2[N:16]=1. The catalyst is C1COCC1. The yield is 1.00. The reactants are [Si]([O:8][C:9]1[C:17]2[N:16]=[C:15]([CH:18]([F:20])[F:19])[N:14]([C:21]3[N:26]=[C:25]([N:27]4[CH2:32][CH2:31][O:30][CH2:29][CH2:28]4)[N:24]=[C:23]([N:33]4[CH2:38][CH2:37][N:36]([C:39]([O:41][C:42]([CH3:45])([CH3:44])[CH3:43])=[O:40])[CH2:35][CH2:34]4)[N:22]=3)[C:13]=2[CH:12]=[CH:11][CH:10]=1)(C(C)(C)C)(C)C.[F-].C([N+](CCCC)(CCCC)CCCC)CCC. (7) The reactants are O[CH:2]=[C:3]1[C:11]2[C:6](=[CH:7][C:8]([CH2:12][C:13]3[CH:14]=[C:15]([NH:19][C:20]([C:22]4[N:23]([CH3:28])[N:24]=[C:25]([CH3:27])[CH:26]=4)=[O:21])[CH:16]=[CH:17][CH:18]=3)=[CH:9][CH:10]=2)[NH:5][C:4]1=[O:29].[CH3:30][N:31]1[CH2:36][CH2:35][N:34]([C:37]2[CH:42]=[CH:41][C:40]([NH2:43])=[CH:39][CH:38]=2)[CH2:33][CH2:32]1. The catalyst is C1COCC1. The product is [CH3:30][N:31]1[CH2:32][CH2:33][N:34]([C:37]2[CH:42]=[CH:41][C:40]([NH:43][CH:2]=[C:3]3[C:11]4[C:6](=[CH:7][C:8]([CH2:12][C:13]5[CH:14]=[C:15]([NH:19][C:20]([C:22]6[N:23]([CH3:28])[N:24]=[C:25]([CH3:27])[CH:26]=6)=[O:21])[CH:16]=[CH:17][CH:18]=5)=[CH:9][CH:10]=4)[NH:5][C:4]3=[O:29])=[CH:39][CH:38]=2)[CH2:35][CH2:36]1. The yield is 0.350. (8) The reactants are [F:8][C:7]([F:10])([F:9])[C:6](O[C:6](=[O:11])[C:7]([F:10])([F:9])[F:8])=[O:11].[NH2:14][C:15]1[CH:23]=[C:22]2[C:18]([CH2:19][CH2:20][C:21]2=[O:24])=[CH:17][C:16]=1[C:25]#[C:26][CH2:27][CH2:28][CH2:29][CH3:30]. The catalyst is FC(F)(F)C(O)=O.CCCCCCC. The product is [F:10][C:7]([F:8])([F:9])[C:6]([NH:14][C:15]1[CH:23]=[C:22]2[C:18](=[CH:17][C:16]=1[C:25]#[C:26][CH2:27][CH2:28][CH2:29][CH3:30])[CH2:19][CH2:20][C:21]2=[O:24])=[O:11]. The yield is 0.760. (9) The reactants are [Cl:1][C:2]1[CH:24]=[CH:23][C:5]([CH2:6][N:7]2[C:11]([CH2:12][CH2:13][C:14](OCC)=[O:15])=[CH:10][C:9]([O:19][CH:20]([CH3:22])[CH3:21])=[N:8]2)=[C:4]([CH3:25])[CH:3]=1.[H-].C([Al+]CC(C)C)C(C)C.CO.[C@H](O)(C([O-])=O)[C@@H](O)C([O-])=O.[Na+].[K+]. The catalyst is O1CCCC1.C1(C)C=CC=CC=1. The product is [Cl:1][C:2]1[CH:24]=[CH:23][C:5]([CH2:6][N:7]2[C:11]([CH2:12][CH2:13][CH2:14][OH:15])=[CH:10][C:9]([O:19][CH:20]([CH3:21])[CH3:22])=[N:8]2)=[C:4]([CH3:25])[CH:3]=1. The yield is 0.710.